Dataset: Forward reaction prediction with 1.9M reactions from USPTO patents (1976-2016). Task: Predict the product of the given reaction. (1) The product is: [CH3:59][N:39]([CH3:38])[CH:40]1[CH2:45][CH2:44][N:43]([C:46](=[O:58])[CH2:47][CH2:48][C:49]2[N:50]([CH2:54][C:55]([O:37][CH:34]3[CH2:36][CH2:35]3)=[O:56])[CH:51]=[CH:52][N:53]=2)[CH2:42][CH2:41]1. Given the reactants C(N(C(C)C)CC)(C)C.CN(C(ON1N=NC2C=CC=CC1=2)=[N+](C)C)C.F[P-](F)(F)(F)(F)F.[CH:34]1([OH:37])[CH2:36][CH2:35]1.[CH3:38][N:39]([CH3:59])[CH:40]1[CH2:45][CH2:44][N:43]([C:46](=[O:58])[CH2:47][CH2:48][C:49]2[N:50]([CH2:54][C:55](O)=[O:56])[CH:51]=[CH:52][N:53]=2)[CH2:42][CH2:41]1.Cl, predict the reaction product. (2) The product is: [C:1]1([C@H:7]([NH:9][C:12]([NH2:13])=[O:11])[CH3:8])[CH:6]=[CH:5][CH:4]=[CH:3][CH:2]=1. Given the reactants [C:1]1([C@H:7]([NH2:9])[CH3:8])[CH:6]=[CH:5][CH:4]=[CH:3][CH:2]=1.Cl.[O-:11][C:12]#[N:13].[K+].C([O-])(O)=O.[Na+], predict the reaction product. (3) Given the reactants C(=O)([O-])[O-].[Na+].[Na+].[Si:7]([O:14][C:15]1[CH:20]=[CH:19][C:18](B(O)O)=[CH:17][CH:16]=1)([C:10]([CH3:13])([CH3:12])[CH3:11])([CH3:9])[CH3:8].Br[C:25]1[C:26]([NH2:32])=[N:27][CH:28]=[C:29]([Cl:31])[CH:30]=1, predict the reaction product. The product is: [NH2:32][C:26]1[C:25]([C:18]2[CH:17]=[CH:16][C:15]([OH:14])=[CH:20][CH:19]=2)=[CH:30][C:29]([Cl:31])=[CH:28][N:27]=1.[Si:7]([O:14][C:15]1[CH:20]=[CH:19][C:18]([C:25]2[C:26]([NH2:32])=[N:27][CH:28]=[C:29]([Cl:31])[CH:30]=2)=[CH:17][CH:16]=1)([C:10]([CH3:13])([CH3:12])[CH3:11])([CH3:9])[CH3:8]. (4) Given the reactants [Br:1][C:2]1[CH:3]=[C:4]([N:8]2[C:12]3[CH2:13][CH2:14][C:15](=[O:16])[C:11]=3[C:10]([C:17]([O:19][CH2:20][CH3:21])=[O:18])=[N:9]2)[CH:5]=[CH:6][CH:7]=1.[BH4-].[Na+], predict the reaction product. The product is: [Br:1][C:2]1[CH:3]=[C:4]([N:8]2[C:12]3[CH2:13][CH2:14][CH:15]([OH:16])[C:11]=3[C:10]([C:17]([O:19][CH2:20][CH3:21])=[O:18])=[N:9]2)[CH:5]=[CH:6][CH:7]=1. (5) The product is: [C:31]([C:22]1[CH:21]=[N:20][N:19]([C:16]2[CH:17]=[CH:18][C:13]([CH2:12][N:7]3[C:8]4[C:3](=[C:2]([F:1])[CH:11]=[CH:10][CH:9]=4)[C:4](=[O:30])[C:5]([C:25]([O:27][CH2:28][CH3:29])=[O:26])=[CH:6]3)=[CH:14][CH:15]=2)[CH:23]=1)#[N:32]. Given the reactants [F:1][C:2]1[CH:11]=[CH:10][CH:9]=[C:8]2[C:3]=1[C:4](=[O:30])[C:5]([C:25]([O:27][CH2:28][CH3:29])=[O:26])=[CH:6][N:7]2[CH2:12][C:13]1[CH:18]=[CH:17][C:16]([N:19]2[CH:23]=[C:22](I)[CH:21]=[N:20]2)=[CH:15][CH:14]=1.[C-:31]#[N:32].[K+].C([Sn](Cl)(CCCC)CCCC)CCC, predict the reaction product. (6) Given the reactants N#N.[C:3]([C:7]1[CH:21]=[CH:20][C:10]2[N:11]([CH:14]3[CH2:19][CH2:18][CH2:17][CH2:16][O:15]3)[N:12]=[N:13][C:9]=2[CH:8]=1)#[C:4][CH2:5][CH3:6].I[C:23]1[CH:28]=[CH:27][CH:26]=[CH:25][CH:24]=1.[CH2:29]([O:31][C:32](=[O:44])/[CH:33]=[CH:34]/[C:35]1[CH:40]=[CH:39][C:38](B(O)O)=[CH:37][CH:36]=1)[CH3:30].C([O-])([O-])=O.[K+].[K+], predict the reaction product. The product is: [C:23]1(/[C:4](/[CH2:5][CH3:6])=[C:3](\[C:38]2[CH:39]=[CH:40][C:35](/[CH:34]=[CH:33]/[C:32]([O:31][CH2:29][CH3:30])=[O:44])=[CH:36][CH:37]=2)/[C:7]2[CH:21]=[CH:20][C:10]3[N:11]([CH:14]4[CH2:19][CH2:18][CH2:17][CH2:16][O:15]4)[N:12]=[N:13][C:9]=3[CH:8]=2)[CH:28]=[CH:27][CH:26]=[CH:25][CH:24]=1. (7) Given the reactants C[O:2][C:3]([CH:5]1[N:9]([C:10](=[O:29])[CH:11]([NH:15][C:16](=[O:28])[CH:17]([N:19]([C:21]([O:23][C:24]([CH3:27])([CH3:26])[CH3:25])=[O:22])[CH3:20])[CH3:18])[CH:12]([CH3:14])[CH3:13])[CH2:8][CH2:7][S:6]1)=[O:4].[Li+].[OH-].Cl, predict the reaction product. The product is: [C:24]([O:23][C:21]([N:19]([CH3:20])[CH:17]([CH3:18])[C:16]([NH:15][CH:11]([CH:12]([CH3:13])[CH3:14])[C:10]([N:9]1[CH2:8][CH2:7][S:6][CH:5]1[C:3]([OH:4])=[O:2])=[O:29])=[O:28])=[O:22])([CH3:27])([CH3:26])[CH3:25]. (8) Given the reactants [N:1]1[C:9]2[C:4](=[N:5][CH:6]=[CH:7][CH:8]=2)[S:3][C:2]=1[C:10]1[CH:15]=[CH:14][CH:13]=[CH:12][C:11]=1[NH:16]C(C1C=C(OCCN2CCOCC2)C=C(C2C=CC=CC=2)N=1)=O.[C:40]1([C:46]2[N:51]=[C:50]([C:52]([OH:54])=O)[CH:49]=[C:48]([CH2:55][N:56]3[CH2:60][CH2:59][CH2:58][CH2:57]3)[N:47]=2)[CH:45]=[CH:44][CH:43]=[CH:42][CH:41]=1.N1C2C(=NC=CC=2)SC=1C1C=CC=CC=1N.[ClH:77], predict the reaction product. The product is: [ClH:77].[N:1]1[C:9]2[C:4](=[N:5][CH:6]=[CH:7][CH:8]=2)[S:3][C:2]=1[C:10]1[CH:15]=[CH:14][CH:13]=[CH:12][C:11]=1[NH:16][C:52]([C:50]1[CH:49]=[C:48]([CH2:55][N:56]2[CH2:60][CH2:59][CH2:58][CH2:57]2)[N:47]=[C:46]([C:40]2[CH:41]=[CH:42][CH:43]=[CH:44][CH:45]=2)[N:51]=1)=[O:54]. (9) Given the reactants [CH3:1][C:2]1[CH:3]=[C:4]([C:12]2[C:18]3[CH:19]=[C:20]4[O:25][CH2:24][O:23][C:21]4=[CH:22][C:17]=3[CH2:16][C@@H:15]([CH3:26])[NH:14][N:13]=2)[CH:5]=[C:6]([CH3:11])[C:7]=1[N+:8]([O-:10])=[O:9].CC1CC2C=C3OCOC3=CC=2C(C2C=CC([N+]([O-])=O)=CC=2)=NN1[C:51]([Cl:53])=[S:52], predict the reaction product. The product is: [CH3:1][C:2]1[CH:3]=[C:4]([C:12]2[C:18]3[CH:19]=[C:20]4[O:25][CH2:24][O:23][C:21]4=[CH:22][C:17]=3[CH2:16][C@@H:15]([CH3:26])[N:14]([C:51]([Cl:53])=[S:52])[N:13]=2)[CH:5]=[C:6]([CH3:11])[C:7]=1[N+:8]([O-:10])=[O:9]. (10) Given the reactants [Br:1]Br.[C:3]([C:5]1[CH:9]=[C:8]([CH2:10][C:11]([NH:14][C:15](=[O:21])[O:16][C:17]([CH3:20])([CH3:19])[CH3:18])([CH3:13])[CH3:12])[N:7]([CH2:22][CH2:23][O:24][CH3:25])[N:6]=1)#[N:4].C([O-])(=O)C.[K+].S(=O)(=O)(O)[O-].[Na+], predict the reaction product. The product is: [Br:1][C:9]1[C:5]([C:3]#[N:4])=[N:6][N:7]([CH2:22][CH2:23][O:24][CH3:25])[C:8]=1[CH2:10][C:11]([NH:14][C:15](=[O:21])[O:16][C:17]([CH3:18])([CH3:19])[CH3:20])([CH3:13])[CH3:12].